Dataset: Full USPTO retrosynthesis dataset with 1.9M reactions from patents (1976-2016). Task: Predict the reactants needed to synthesize the given product. (1) Given the product [Cl:1][C:2]1[CH:3]=[C:4]2[C:8](=[C:9]([C:11]([O:13][CH3:14])=[O:12])[CH:10]=1)[N:7]([CH2:15][CH:16]=[O:17])[N:6]=[CH:5]2, predict the reactants needed to synthesize it. The reactants are: [Cl:1][C:2]1[CH:3]=[C:4]2[C:8](=[C:9]([C:11]([O:13][CH3:14])=[O:12])[CH:10]=1)[N:7]([CH2:15][CH:16](OC)[O:17]C)[N:6]=[CH:5]2.C1COCC1.C([O-])(O)=O.[Na+]. (2) Given the product [Cl:19][C:20]1[CH:21]=[C:22]([NH:23][C:2]2[C:11]3[C:6](=[CH:7][C:8]4[O:15][CH2:14][CH:13]([CH2:16][O:17][CH3:18])[O:12][C:9]=4[CH:10]=3)[N:5]=[CH:4][N:3]=2)[CH:24]=[C:25]([Cl:27])[CH:26]=1, predict the reactants needed to synthesize it. The reactants are: Cl[C:2]1[C:11]2[C:6](=[CH:7][C:8]3[O:15][CH2:14][CH:13]([CH2:16][O:17][CH3:18])[O:12][C:9]=3[CH:10]=2)[N:5]=[CH:4][N:3]=1.[Cl:19][C:20]1[CH:21]=[C:22]([CH:24]=[C:25]([Cl:27])[CH:26]=1)[NH2:23].